Dataset: Forward reaction prediction with 1.9M reactions from USPTO patents (1976-2016). Task: Predict the product of the given reaction. The product is: [NH:13]1[CH2:14][CH2:15][CH2:16][C@H:12]1[C:10]1[NH:11][C:7]([C:3]2[CH:2]=[N:1][CH:6]=[CH:5][CH:4]=2)=[CH:8][N:9]=1. Given the reactants [N:1]1[CH:6]=[CH:5][CH:4]=[C:3]([C:7]2[NH:11][C:10]([C@@H:12]3[CH2:16][CH2:15][CH2:14][N:13]3C(OC(C)(C)C)=O)=[N:9][CH:8]=2)[CH:2]=1, predict the reaction product.